From a dataset of Peptide-MHC class I binding affinity with 185,985 pairs from IEDB/IMGT. Regression. Given a peptide amino acid sequence and an MHC pseudo amino acid sequence, predict their binding affinity value. This is MHC class I binding data. The peptide sequence is FNLVNQFRI. The MHC is H-2-Db with pseudo-sequence H-2-Db. The binding affinity (normalized) is 0.582.